Task: Predict the reactants needed to synthesize the given product.. Dataset: Full USPTO retrosynthesis dataset with 1.9M reactions from patents (1976-2016) (1) Given the product [CH3:1][N:2]1[CH2:18][CH2:17][C:5]2[N:6]([CH2:14][C:15]#[C:16][C:21]3[CH:20]=[CH:25][CH:24]=[CH:23][N:22]=3)[C:7]3[CH:8]=[CH:9][C:10]([CH3:13])=[CH:11][C:12]=3[C:4]=2[CH2:3]1, predict the reactants needed to synthesize it. The reactants are: [CH3:1][N:2]1[CH2:18][CH2:17][C:5]2[N:6]([CH2:14][C:15]#[CH:16])[C:7]3[CH:8]=[CH:9][C:10]([CH3:13])=[CH:11][C:12]=3[C:4]=2[CH2:3]1.Br[C:20]1[CH:21]=[N:22][CH:23]=[CH:24][CH:25]=1.C(N(CC)CC)C. (2) Given the product [Cl:1][CH2:2][CH2:3][CH2:4][C:5]([C:7]1[CH:12]=[CH:11][CH:10]=[CH:9][CH:8]=1)([OH:6])[CH2:15][C:14]([CH3:18])=[CH2:13], predict the reactants needed to synthesize it. The reactants are: [Cl:1][CH2:2][CH2:3][CH2:4][C:5]([C:7]1[CH:12]=[CH:11][CH:10]=[CH:9][CH:8]=1)=[O:6].[CH3:13][C:14](=[CH2:18])[CH2:15][Mg]Cl. (3) The reactants are: [CH:1]1([OH:7])[CH2:5][CH2:4][CH:3]([OH:6])[CH2:2]1.[CH2:8](Br)[C:9]1[CH:14]=[CH:13][CH:12]=[CH:11][CH:10]=1. Given the product [CH2:8]([O:6][CH:3]1[CH2:4][CH2:5][CH:1]([OH:7])[CH2:2]1)[C:9]1[CH:14]=[CH:13][CH:12]=[CH:11][CH:10]=1, predict the reactants needed to synthesize it. (4) Given the product [NH:26]1[CH2:29][CH2:30][N:31]=[C:25]1[C:24]1[CH:23]=[CH:22][C:21]([S:18]([C:5]2[C:6]([NH:8][C:9]3[C:10]([CH3:17])=[CH:11][C:12]([CH3:16])=[CH:13][C:14]=3[CH3:15])=[N:7][C:2]([CH3:1])=[N:3][CH:4]=2)(=[O:20])=[O:19])=[CH:28][CH:27]=1, predict the reactants needed to synthesize it. The reactants are: [CH3:1][C:2]1[N:7]=[C:6]([NH:8][C:9]2[C:14]([CH3:15])=[CH:13][C:12]([CH3:16])=[CH:11][C:10]=2[CH3:17])[C:5]([S:18]([C:21]2[CH:28]=[CH:27][C:24]([C:25]#[N:26])=[CH:23][CH:22]=2)(=[O:20])=[O:19])=[CH:4][N:3]=1.[CH2:29](N)[CH2:30][NH2:31].C([O-])(O)=O.[Na+].